This data is from Forward reaction prediction with 1.9M reactions from USPTO patents (1976-2016). The task is: Predict the product of the given reaction. Given the reactants [CH2:1]([O:3][C:4](=[O:32])[CH:5]([C:10]1[CH:11]=[C:12]([C:22]2[CH:27]=[CH:26][C:25]([C:28]([F:31])([F:30])[F:29])=[CH:24][CH:23]=2)[CH:13]=[C:14]([CH:16]2[CH2:21][CH2:20][CH2:19][NH:18][CH2:17]2)[CH:15]=1)[CH2:6][CH:7]([CH3:9])[CH3:8])[CH3:2].[F:33][C:34]([F:46])([F:45])[C:35]1[CH:40]=[CH:39][CH:38]=[CH:37][C:36]=1[S:41](Cl)(=[O:43])=[O:42].C(N(C(C)C)CC)(C)C, predict the reaction product. The product is: [CH2:1]([O:3][C:4](=[O:32])[CH:5]([C:10]1[CH:11]=[C:12]([C:22]2[CH:23]=[CH:24][C:25]([C:28]([F:29])([F:30])[F:31])=[CH:26][CH:27]=2)[CH:13]=[C:14]([CH:16]2[CH2:21][CH2:20][CH2:19][N:18]([S:41]([C:36]3[CH:37]=[CH:38][CH:39]=[CH:40][C:35]=3[C:34]([F:33])([F:45])[F:46])(=[O:43])=[O:42])[CH2:17]2)[CH:15]=1)[CH2:6][CH:7]([CH3:9])[CH3:8])[CH3:2].